This data is from Acute oral toxicity (LD50) regression data from Zhu et al.. The task is: Regression/Classification. Given a drug SMILES string, predict its toxicity properties. Task type varies by dataset: regression for continuous values (e.g., LD50, hERG inhibition percentage) or binary classification for toxic/non-toxic outcomes (e.g., AMES mutagenicity, cardiotoxicity, hepatotoxicity). Dataset: ld50_zhu. (1) The drug is O=C1CCC(N2C(=O)c3ccccc3C2=O)C(=O)N1. The rat oral LD50 is 3.36, given as -log10 of the dose in mol/kg body weight (higher means more acutely toxic). (2) The compound is CCC1(C2OC(C3OC(O)(CO)C(C)CC3C)CC2C)CCC(C2(C)CCC3(CC(O)C(C)C(C(C)C(OC)C(C)C(=O)O)O3)O2)O1. The rat oral LD50 is 3.83, given as -log10 of the dose in mol/kg body weight (higher means more acutely toxic). (3) The compound is S=C1N=CC=NC(=S)SSSS1. The rat oral LD50 is 1.50, given as -log10 of the dose in mol/kg body weight (higher means more acutely toxic). (4) The drug is CCCCN(COC(C)=O)N=O. The rat oral LD50 is 2.06, given as -log10 of the dose in mol/kg body weight (higher means more acutely toxic).